Dataset: Full USPTO retrosynthesis dataset with 1.9M reactions from patents (1976-2016). Task: Predict the reactants needed to synthesize the given product. (1) Given the product [Br:23][C:24]1[CH:25]=[C:26]([C:31](=[O:32])[C:33]([C:39]2[CH:40]=[CH:41][C:42]([O:45][Si:46]([C:59]([CH3:60])([CH3:61])[CH3:62])([C:53]3[CH:54]=[CH:55][CH:56]=[CH:57][CH:58]=3)[C:47]3[CH:48]=[CH:49][CH:50]=[CH:51][CH:52]=3)=[CH:43][CH:44]=2)=[O:3])[CH:27]=[CH:28][C:29]=1[F:30], predict the reactants needed to synthesize it. The reactants are: CC(OI1(OC(C)=O)(OC(C)=O)OC(=O)C2C=CC=CC1=2)=[O:3].[Br:23][C:24]1[CH:25]=[C:26]([CH:31]([C:33]2([C:39]3[CH:44]=[CH:43][C:42]([O:45][Si:46]([C:59]([CH3:62])([CH3:61])[CH3:60])([C:53]4[CH:58]=[CH:57][CH:56]=[CH:55][CH:54]=4)[C:47]4[CH:52]=[CH:51][CH:50]=[CH:49][CH:48]=4)=[CH:41][CH:40]=3)SCCCS2)[OH:32])[CH:27]=[CH:28][C:29]=1[F:30].C(O)(C)(C)C.S([O-])([O-])(=O)=S.[Na+].[Na+]. (2) Given the product [CH2:19]([N:8]([CH2:1][C:2]1[CH:3]=[CH:4][CH:5]=[CH:6][CH:7]=1)[C@@H:9]([C@H:15]([OH:18])[CH2:16][CH3:17])[C:10]([O:12][CH2:13][CH3:14])=[O:11])[C:20]1[CH:21]=[CH:22][CH:23]=[CH:24][CH:25]=1, predict the reactants needed to synthesize it. The reactants are: [CH2:1]([N:8]([CH2:19][C:20]1[CH:25]=[CH:24][CH:23]=[CH:22][CH:21]=1)[C@@H:9]([C:15](=[O:18])[CH2:16][CH3:17])[C:10]([O:12][CH2:13][CH3:14])=[O:11])[C:2]1[CH:7]=[CH:6][CH:5]=[CH:4][CH:3]=1.[NH4+].[Cl-].[BH4-].[Na+]. (3) Given the product [CH2:12]([O:9][CH2:3][CH2:4][O:5][CH2:6][CH2:7][OH:8])[C:11]#[CH:10], predict the reactants needed to synthesize it. The reactants are: [H-].[Na+].[CH2:3]([OH:9])[CH2:4][O:5][CH2:6][CH2:7][OH:8].[CH2:10](Br)[C:11]#[CH:12].C(OCC)(=O)C. (4) Given the product [F:28][C:20]1[CH:21]=[C:22]([N+:25]([O-:27])=[O:26])[CH:23]=[CH:24][C:19]=1[O:1][C:2]1[CH:3]=[CH:4][C:5]2[N:6]([C:8]([CH3:17])=[C:9]([NH:11][C:12]([CH:14]3[CH2:15][CH2:16]3)=[O:13])[N:10]=2)[CH:7]=1, predict the reactants needed to synthesize it. The reactants are: [OH:1][C:2]1[CH:3]=[CH:4][C:5]2[N:6]([C:8]([CH3:17])=[C:9]([NH:11][C:12]([CH:14]3[CH2:16][CH2:15]3)=[O:13])[N:10]=2)[CH:7]=1.F[C:19]1[CH:24]=[CH:23][C:22]([N+:25]([O-:27])=[O:26])=[CH:21][C:20]=1[F:28].C(=O)([O-])[O-].[Cs+].[Cs+].[Cl-].[NH4+]. (5) The reactants are: FC(F)(F)S(O[C:7]1[CH:12]=[CH:11][C:10]([Cl:13])=[C:9]([C:14]2[C:23]3[C:18](=[C:19]([C:24]([F:27])([F:26])[F:25])[CH:20]=[CH:21][CH:22]=3)[N:17]=[CH:16][N:15]=2)[CH:8]=1)(=O)=O.[CH3:30][S:31]([C:34]1[CH:35]=[C:36](B(O)O)[CH:37]=[CH:38][CH:39]=1)(=[O:33])=[O:32]. Given the product [Cl:13][C:10]1[CH:11]=[CH:12][C:7]([C:38]2[CH:37]=[CH:36][CH:35]=[C:34]([S:31]([CH3:30])(=[O:33])=[O:32])[CH:39]=2)=[CH:8][C:9]=1[C:14]1[C:23]2[C:18](=[C:19]([C:24]([F:26])([F:27])[F:25])[CH:20]=[CH:21][CH:22]=2)[N:17]=[CH:16][N:15]=1, predict the reactants needed to synthesize it. (6) The reactants are: [NH:1]1[CH:5]=[C:4]([CH2:6][N:7]2[C:15]3[C:10](=[C:11]([NH:16][C:17]([C:19]4[N:23]5[CH:24]=[CH:25][CH:26]=[CH:27][C:22]5=[N:21][CH:20]=4)=[O:18])[CH:12]=[CH:13][CH:14]=3)[C:9]([CH2:28][CH3:29])=[N:8]2)[CH:3]=[N:2]1.Br[CH2:31][CH2:32][O:33][Si:34]([C:37]([CH3:40])([CH3:39])[CH3:38])([CH3:36])[CH3:35].O.[OH-].[Cs+]. Given the product [Si:34]([O:33][CH2:32][CH2:31][N:1]1[CH:5]=[C:4]([CH2:6][N:7]2[C:15]3[C:10](=[C:11]([NH:16][C:17]([C:19]4[N:23]5[CH:24]=[CH:25][CH:26]=[CH:27][C:22]5=[N:21][CH:20]=4)=[O:18])[CH:12]=[CH:13][CH:14]=3)[C:9]([CH2:28][CH3:29])=[N:8]2)[CH:3]=[N:2]1)([C:37]([CH3:40])([CH3:39])[CH3:38])([CH3:36])[CH3:35], predict the reactants needed to synthesize it. (7) Given the product [Br:1][C:2]1[CH:3]=[C:4]([CH:5]=[C:6]([Cl:8])[CH:7]=1)[O:9][CH2:11][CH:12]1[CH2:14][O:13]1, predict the reactants needed to synthesize it. The reactants are: [Br:1][C:2]1[CH:3]=[C:4]([OH:9])[CH:5]=[C:6]([Cl:8])[CH:7]=1.Cl[CH2:11][CH:12]1[CH2:14][O:13]1.C([O-])([O-])=O.[K+].[K+].